From a dataset of NCI-60 drug combinations with 297,098 pairs across 59 cell lines. Regression. Given two drug SMILES strings and cell line genomic features, predict the synergy score measuring deviation from expected non-interaction effect. (1) Drug 1: CCCS(=O)(=O)NC1=C(C(=C(C=C1)F)C(=O)C2=CNC3=C2C=C(C=N3)C4=CC=C(C=C4)Cl)F. Drug 2: CN(CC1=CN=C2C(=N1)C(=NC(=N2)N)N)C3=CC=C(C=C3)C(=O)NC(CCC(=O)O)C(=O)O. Cell line: SNB-19. Synergy scores: CSS=42.0, Synergy_ZIP=2.19, Synergy_Bliss=0.0361, Synergy_Loewe=-43.2, Synergy_HSA=-1.62. (2) Drug 1: C1=CC(=CC=C1CCCC(=O)O)N(CCCl)CCCl. Drug 2: CC1=C2C(C(=O)C3(C(CC4C(C3C(C(C2(C)C)(CC1OC(=O)C(C(C5=CC=CC=C5)NC(=O)OC(C)(C)C)O)O)OC(=O)C6=CC=CC=C6)(CO4)OC(=O)C)O)C)O. Cell line: SF-295. Synergy scores: CSS=33.4, Synergy_ZIP=-6.62, Synergy_Bliss=-3.63, Synergy_Loewe=-7.01, Synergy_HSA=0.231.